Dataset: Reaction yield outcomes from USPTO patents with 853,638 reactions. Task: Predict the reaction yield, written as a fraction of the theoretical maximum amount of product (1.0 means a 100% yield; for example, 0.34 means a 34% yield). (1) The reactants are [CH:1]([CH:4]1[N:9](C(OC(C)(C)C)=O)[CH2:8][CH2:7][N:6]2[C:17]3[CH:23]=[C:22]([S:24]([CH3:27])(=[O:26])=[O:25])[CH:21]=[CH:20][C:18]=3[N:19]=[C:5]12)([CH3:3])[CH3:2].C(O)(C(F)(F)F)=O. The catalyst is C(Cl)Cl. The product is [CH:1]([CH:4]1[NH:9][CH2:8][CH2:7][N:6]2[C:17]3[CH:23]=[C:22]([S:24]([CH3:27])(=[O:25])=[O:26])[CH:21]=[CH:20][C:18]=3[N:19]=[C:5]12)([CH3:3])[CH3:2]. The yield is 1.00. (2) The yield is 0.529. The product is [N:3]1([NH2:1])[C:12]2[C:7](=[CH:8][CH:9]=[CH:10][CH:11]=2)[CH2:6][CH2:5][CH2:4]1. The catalyst is C1COCC1. The reactants are [N:1]([N:3]1[C:12]2[C:7](=[CH:8][CH:9]=[CH:10][CH:11]=2)[CH2:6][CH2:5][CH2:4]1)=O.[H-].[H-].[H-].[H-].[Li+].[Al+3]. (3) The reactants are [O:1]=[C:2]1[NH:7][C:6](=[O:8])[CH:5]=[CH:4][N:3]1[C:9]1[CH:10]=[C:11](C2OC=CC=2)[C:12]([O:30][CH3:31])=[C:13]([C:15]2[CH:23]=[C:22]3[C:18]([C:19]([CH2:24][NH:25][S:26]([CH3:29])(=[O:28])=[O:27])=[CH:20][CH2:21]3)=[CH:17][CH:16]=2)[CH:14]=1.[O:37]1[CH:41]=[CH:40][C:39](B(O)O)=[CH:38]1. No catalyst specified. The product is [O:1]=[C:2]1[NH:7][C:6](=[O:8])[CH:5]=[CH:4][N:3]1[C:9]1[CH:10]=[C:11]([C:39]2[CH:40]=[CH:41][O:37][CH:38]=2)[C:12]([O:30][CH3:31])=[C:13]([C:15]2[CH:23]=[C:22]3[C:18]([C:19]([CH2:24][NH:25][S:26]([CH3:29])(=[O:28])=[O:27])=[CH:20][CH2:21]3)=[CH:17][CH:16]=2)[CH:14]=1. The yield is 0.450. (4) The reactants are C(N(CC)CC)C.Cl[C:9]1[CH:16]=[CH:15][C:12]([C:13]#[N:14])=[CH:11][N:10]=1.[NH:17]1[CH2:22][CH2:21][CH2:20][C@@H:19]([NH:23][C:24]2[CH:29]=[CH:28][N:27]=[C:26]([C:30]3[N:34]4[CH:35]=[C:36]([C:39]#[N:40])[CH:37]=[CH:38][C:33]4=[N:32][CH:31]=3)[N:25]=2)[CH2:18]1. The catalyst is ClCCl.Cl. The product is [C:13]([C:12]1[CH:15]=[CH:16][C:9]([N:17]2[CH2:22][CH2:21][CH2:20][C@@H:19]([NH:23][C:24]3[CH:29]=[CH:28][N:27]=[C:26]([C:30]4[N:34]5[CH:35]=[C:36]([C:39]#[N:40])[CH:37]=[CH:38][C:33]5=[N:32][CH:31]=4)[N:25]=3)[CH2:18]2)=[N:10][CH:11]=1)#[N:14]. The yield is 0.300. (5) The reactants are [C:1]1([C:7]2[N:12]=[CH:11][C:10]([C:13](=[O:15])[CH3:14])=[CH:9][N:8]=2)[CH:6]=[CH:5][CH:4]=[CH:3][CH:2]=1.[Br-:16].[Br-].[Br-].C([N+](CCCC)(CCCC)CCCC)CCC.C([N+](CCCC)(CCCC)CCCC)CCC.C([N+](CCCC)(CCCC)CCCC)CCC. The catalyst is ClCCl. The product is [Br:16][CH2:14][C:13]([C:10]1[CH:9]=[N:8][C:7]([C:1]2[CH:2]=[CH:3][CH:4]=[CH:5][CH:6]=2)=[N:12][CH:11]=1)=[O:15]. The yield is 0.790. (6) The reactants are [CH3:1][C:2]1[O:6][N:5]=[C:4]([C:7]2[CH:12]=[CH:11][CH:10]=[CH:9][CH:8]=2)[C:3]=1[CH2:13][O:14][C:15]1[CH:23]=[CH:22][C:18]([C:19]([OH:21])=O)=[CH:17][N:16]=1.[NH2:24][CH2:25][CH2:26][O:27][CH:28]([CH3:30])[CH3:29]. No catalyst specified. The product is [CH:28]([O:27][CH2:26][CH2:25][NH:24][C:19](=[O:21])[C:18]1[CH:22]=[CH:23][C:15]([O:14][CH2:13][C:3]2[C:4]([C:7]3[CH:8]=[CH:9][CH:10]=[CH:11][CH:12]=3)=[N:5][O:6][C:2]=2[CH3:1])=[N:16][CH:17]=1)([CH3:30])[CH3:29]. The yield is 0.740.